Regression. Given a peptide amino acid sequence and an MHC pseudo amino acid sequence, predict their binding affinity value. This is MHC class I binding data. From a dataset of Peptide-MHC class I binding affinity with 185,985 pairs from IEDB/IMGT. (1) The peptide sequence is YVFCTVNAL. The MHC is HLA-A02:06 with pseudo-sequence HLA-A02:06. The binding affinity (normalized) is 0.772. (2) The peptide sequence is SMASLKSLY. The MHC is HLA-A31:01 with pseudo-sequence HLA-A31:01. The binding affinity (normalized) is 0.396. (3) The peptide sequence is QVQMLINTY. The MHC is HLA-A01:01 with pseudo-sequence HLA-A01:01. The binding affinity (normalized) is 0.0847. (4) The peptide sequence is LPESDLDKVY. The MHC is HLA-B35:01 with pseudo-sequence HLA-B35:01. The binding affinity (normalized) is 0.596. (5) The peptide sequence is GILGSLGLR. The MHC is HLA-A11:01 with pseudo-sequence HLA-A11:01. The binding affinity (normalized) is 0.237. (6) The peptide sequence is LPHNSVITV. The MHC is HLA-B51:01 with pseudo-sequence HLA-B51:01. The binding affinity (normalized) is 0. (7) The peptide sequence is LLFYTRHRF. The MHC is HLA-B15:03 with pseudo-sequence HLA-B15:03. The binding affinity (normalized) is 1.00.